This data is from Forward reaction prediction with 1.9M reactions from USPTO patents (1976-2016). The task is: Predict the product of the given reaction. (1) Given the reactants C1(N=C=NC2CCCCC2)CCCCC1.[CH:16]1([C:25]([OH:27])=[O:26])[CH2:21][CH2:20][CH2:19][CH:18]([C:22]([OH:24])=O)[CH2:17]1, predict the reaction product. The product is: [CH:16]12[CH2:17][CH:18]([CH2:19][CH2:20][CH2:21]1)[C:22](=[O:24])[O:27][C:25]2=[O:26]. (2) Given the reactants CN(C)C1C=CC(N[C:10]2[N:15]=[C:14]([NH:16][CH2:17][C:18]3[O:19][CH:20]=[CH:21][CH:22]=3)[N:13]=[C:12]([O:23][CH2:24][CH3:25])[N:11]=2)=CC=1.[S:27]1[CH:31]=[CH:30][CH:29]=[C:28]1[C:32]1[NH:36][C:35]2[CH:37]=[CH:38][C:39]([NH2:41])=[CH:40][C:34]=2[N:33]=1.CCN(C(C)C)C(C)C.O1CCOCC1, predict the reaction product. The product is: [CH2:24]([O:23][C:12]1[N:13]=[C:14]([NH:16][CH2:17][C:18]2[O:19][CH:20]=[CH:21][CH:22]=2)[N:15]=[C:10]([NH:41][C:39]2[CH:38]=[CH:37][C:35]3[NH:36][C:32]([C:28]4[S:27][CH:31]=[CH:30][CH:29]=4)=[N:33][C:34]=3[CH:40]=2)[N:11]=1)[CH3:25]. (3) Given the reactants [OH:1][C:2]1[CH:3]=[C:4]2[C:8](=[CH:9][CH:10]=1)[C:7](=[O:11])[NH:6][CH2:5]2.F[C:13]1[CH:18]=[CH:17][C:16]([N+:19]([O-:21])=[O:20])=[CH:15][CH:14]=1.O, predict the reaction product. The product is: [C:7]1(=[O:11])[C:8]2[C:4](=[CH:3][C:2]([O:1][C:13]3[CH:18]=[CH:17][C:16]([N+:19]([O-:21])=[O:20])=[CH:15][CH:14]=3)=[CH:10][CH:9]=2)[CH2:5][NH:6]1. (4) The product is: [C:17]([O:10][C:9]1[CH:11]=[CH:12][CH:13]=[CH:14][C:8]=1[C:7]([OH:16])=[O:15])(=[O:19])[CH3:18]. Given the reactants N1C=CC=CC=1.[C:7]([OH:16])(=[O:15])[C:8]1[C:9](=[CH:11][CH:12]=[CH:13][CH:14]=1)[OH:10].[C:17](OC(=O)C)(=[O:19])[CH3:18], predict the reaction product. (5) Given the reactants [N+:1]([C:4]1[CH:9]=[CH:8][C:7]([CH2:10][C:11]([OH:13])=[O:12])=[CH:6][CH:5]=1)([O-:3])=[O:2].[O:14]=S(Cl)Cl.[Br:18][CH2:19][CH2:20]O.CCN(CC)CC.[C:29](Cl)(=[O:32])[CH2:30][CH3:31].[CH:34]1[CH:39]=[CH:38]C=CC=1, predict the reaction product. The product is: [Br:18][CH2:19][CH2:20][O:12][C:11]([O:13][C:34](=[O:14])[CH2:39][CH3:38])=[C:10]([C:7]1[CH:6]=[CH:5][C:4]([N+:1]([O-:3])=[O:2])=[CH:9][CH:8]=1)[C:29](=[O:32])[CH2:30][CH3:31]. (6) Given the reactants [NH2:1][C:2]1[CH:10]=[C:9]2[C:5]([C:6]([C:30]3[CH:35]=[CH:34][N:33]=[C:32]([CH3:36])[CH:31]=3)=[N:7][N:8]2[C:11]([C:24]2[CH:29]=[CH:28][CH:27]=[CH:26][CH:25]=2)([C:18]2[CH:23]=[CH:22][CH:21]=[CH:20][CH:19]=2)[C:12]2[CH:17]=[CH:16][CH:15]=[CH:14][CH:13]=2)=[CH:4][C:3]=1[CH:37]=[O:38].[C:39]1([CH:45]([CH3:50])[CH2:46][C:47](Cl)=[O:48])[CH:44]=[CH:43][CH:42]=[CH:41][CH:40]=1, predict the reaction product. The product is: [CH:37]([C:3]1[CH:4]=[C:5]2[C:9](=[CH:10][C:2]=1[NH:1][C:47](=[O:48])[CH2:46][CH:45]([C:39]1[CH:44]=[CH:43][CH:42]=[CH:41][CH:40]=1)[CH3:50])[N:8]([C:11]([C:18]1[CH:19]=[CH:20][CH:21]=[CH:22][CH:23]=1)([C:24]1[CH:29]=[CH:28][CH:27]=[CH:26][CH:25]=1)[C:12]1[CH:13]=[CH:14][CH:15]=[CH:16][CH:17]=1)[N:7]=[C:6]2[C:30]1[CH:35]=[CH:34][N:33]=[C:32]([CH3:36])[CH:31]=1)=[O:38].